Dataset: Catalyst prediction with 721,799 reactions and 888 catalyst types from USPTO. Task: Predict which catalyst facilitates the given reaction. (1) Reactant: [OH:1][CH2:2][CH2:3][S:4][C:5]1[CH:6]=[C:7]2[C:11](=[CH:12][CH:13]=1)[N:10](C(OC(C)(C)C)=O)[CH2:9][CH2:8]2.Cl. Product: [NH:10]1[C:11]2[C:7](=[CH:6][C:5]([S:4][CH2:3][CH2:2][OH:1])=[CH:13][CH:12]=2)[CH2:8][CH2:9]1. The catalyst class is: 12. (2) Reactant: [CH3:1][O:2][C:3]1[CH:4]=[C:5]2[C:10](=[CH:11][CH:12]=1)[C:9]([O:13]COC)=[C:8]([C:17]1[CH:22]=[CH:21][CH:20]=[CH:19][CH:18]=1)[C:7]([CH2:23][CH2:24][CH3:25])=[CH:6]2.Cl. Product: [CH3:1][O:2][C:3]1[CH:4]=[C:5]2[C:10](=[CH:11][CH:12]=1)[C:9]([OH:13])=[C:8]([C:17]1[CH:18]=[CH:19][CH:20]=[CH:21][CH:22]=1)[C:7]([CH2:23][CH2:24][CH3:25])=[CH:6]2. The catalyst class is: 12. (3) Reactant: [Br:1][CH2:2][C:3]1[CH:11]=[CH:10][CH:9]=[C:8]2[C:4]=1[CH2:5][CH2:6][CH:7]2OC.CC1C=CC(S(O)(=O)=O)=CC=1. Product: [Br:1][CH2:2][C:3]1[CH:11]=[CH:10][CH:9]=[C:8]2[C:4]=1[CH2:5][CH:6]=[CH:7]2. The catalyst class is: 11.